Dataset: Forward reaction prediction with 1.9M reactions from USPTO patents (1976-2016). Task: Predict the product of the given reaction. (1) Given the reactants [C:1]([O:9][CH2:10][C@@H:11]([NH:13][C:14]([O:16][C:17]([CH3:20])([CH3:19])[CH3:18])=[O:15])[CH3:12])(=[O:8])[C:2]1[CH:7]=[CH:6][CH:5]=[CH:4][CH:3]=1.[CH2:21](I)[CH3:22], predict the reaction product. The product is: [C:1]([O:9][CH2:10][C@@H:11]([N:13]([C:14]([O:16][C:17]([CH3:19])([CH3:18])[CH3:20])=[O:15])[CH2:21][CH3:22])[CH3:12])(=[O:8])[C:2]1[CH:3]=[CH:4][CH:5]=[CH:6][CH:7]=1. (2) Given the reactants [H-].[H-].[H-].[H-].[Li+].[Al+3].CC1N2CCC(/C/1=[N:14]/[C:15]1[CH:16]=[N:17][C:18]([C:21]3[CH:26]=[CH:25][CH:24]=[CH:23][CH:22]=3)=[CH:19][CH:20]=1)CC2, predict the reaction product. The product is: [C:21]1([C:18]2[N:17]=[CH:16][C:15]([NH2:14])=[CH:20][CH:19]=2)[CH:22]=[CH:23][CH:24]=[CH:25][CH:26]=1. (3) Given the reactants [N:1]([C:4]1[CH:25]=[C:24]2[C:7]([CH2:8][CH2:9][C@@H:10]3[CH2:15][S:14][C:13]([NH:16][C:17](=[O:23])[O:18][C:19]([CH3:22])([CH3:21])[CH3:20])=[N:12][C@@:11]32[CH3:26])=[CH:6][CH:5]=1)=[N+]=[N-], predict the reaction product. The product is: [C:19]([O:18][C:17](=[O:23])[NH:16][C:13]1[S:14][CH2:15][C@H:10]2[CH2:9][CH2:8][C:7]3[C:24](=[CH:25][C:4]([NH2:1])=[CH:5][CH:6]=3)[C@@:11]2([CH3:26])[N:12]=1)([CH3:22])([CH3:20])[CH3:21]. (4) Given the reactants Cl.C[O:3][C:4]([C:6]1[CH:10]=[C:9]([CH2:11][N:12]2[CH2:31][C@@H:30]([C:32]3[CH:37]=[CH:36][C:35]([C:38]#[N:39])=[CH:34][CH:33]=3)[C@:14]3([N:18]([CH3:19])[C:17](=[O:20])[N:16]([C:21]4[CH:26]=[C:25]([Cl:27])[CH:24]=[C:23]([Cl:28])[CH:22]=4)[C:15]3=[O:29])[CH2:13]2)[S:8][CH:7]=1)=[O:5].C(O)C(O)C.[OH-].[K+], predict the reaction product. The product is: [C:38]([C:35]1[CH:36]=[CH:37][C:32]([C@H:30]2[C@:14]3([N:18]([CH3:19])[C:17](=[O:20])[N:16]([C:21]4[CH:22]=[C:23]([Cl:28])[CH:24]=[C:25]([Cl:27])[CH:26]=4)[C:15]3=[O:29])[CH2:13][N:12]([CH2:11][C:9]3[S:8][CH:7]=[C:6]([C:4]([OH:5])=[O:3])[CH:10]=3)[CH2:31]2)=[CH:33][CH:34]=1)#[N:39]. (5) Given the reactants [C:1]([O:5][C:6](=[O:14])[NH:7][C@H:8]1[CH2:12][CH2:11][C@@H:10]([OH:13])[CH2:9]1)([CH3:4])([CH3:3])[CH3:2].[H-].[Na+].I[CH2:18][CH3:19], predict the reaction product. The product is: [C:1]([O:5][C:6](=[O:14])[NH:7][C@H:8]1[CH2:12][CH2:11][C@@H:10]([O:13][CH2:18][CH3:19])[CH2:9]1)([CH3:4])([CH3:2])[CH3:3].